From a dataset of Catalyst prediction with 721,799 reactions and 888 catalyst types from USPTO. Predict which catalyst facilitates the given reaction. (1) Reactant: Br[CH:2]([C:13]1[CH:14]=[CH:15][C:16]2[N:17]([C:19]([CH:22]([CH3:24])[CH3:23])=[N:20][N:21]=2)[N:18]=1)[C:3]([C:5]1[CH:10]=[CH:9][C:8]([F:11])=[CH:7][C:6]=1[F:12])=O.O1[C:29]2([CH2:34][CH2:33][CH:32]([C:35](=[S:37])[NH2:36])[CH2:31][CH2:30]2)[O:28]CC1.CC(C)=O.Cl. Product: [F:12][C:6]1[CH:7]=[C:8]([F:11])[CH:9]=[CH:10][C:5]=1[C:3]1[N:36]=[C:35]([CH:32]2[CH2:33][CH2:34][C:29](=[O:28])[CH2:30][CH2:31]2)[S:37][C:2]=1[C:13]1[CH:14]=[CH:15][C:16]2[N:17]([C:19]([CH:22]([CH3:24])[CH3:23])=[N:20][N:21]=2)[N:18]=1. The catalyst class is: 3. (2) Product: [CH2:24]([O:26][CH:27]1[CH2:28][CH2:29][N:30]([C:33]([C:35]2[CH:36]=[C:37]([CH2:42][C:43]([C:5]3[C:6]([C:7]([O:9][CH3:10])=[O:8])=[C:2]([CH3:1])[NH:3][C:4]=3[CH3:11])=[O:44])[CH:38]=[CH:39][C:40]=2[F:41])=[O:34])[CH2:31][CH2:32]1)[CH3:25]. The catalyst class is: 2. Reactant: [CH3:1][C:2]1[NH:3][C:4]([CH3:11])=[CH:5][C:6]=1[C:7]([O:9][CH3:10])=[O:8].[Cl-].[Cl-].[Cl-].[Al+3].ClC(N(C)C)=C(C)C.[CH2:24]([O:26][CH:27]1[CH2:32][CH2:31][N:30]([C:33]([C:35]2[CH:36]=[C:37]([CH2:42][C:43](O)=[O:44])[CH:38]=[CH:39][C:40]=2[F:41])=[O:34])[CH2:29][CH2:28]1)[CH3:25].Cl. (3) Reactant: C([O:3][C:4](=[O:15])[C:5]1[CH:10]=[CH:9][C:8]([C:11](=[NH:14])[NH:12][OH:13])=[CH:7][CH:6]=1)C.[CH2:16]([N:18]([CH2:29][CH3:30])[C:19]1[CH:20]=[C:21]([CH:25]=[C:26]([CH3:28])[N:27]=1)[C:22](O)=O)[CH3:17].[OH-].[Na+]. Product: [CH2:29]([N:18]([CH2:16][CH3:17])[C:19]1[CH:20]=[C:21]([C:22]2[O:13][N:12]=[C:11]([C:8]3[CH:7]=[CH:6][C:5]([C:4]([OH:3])=[O:15])=[CH:10][CH:9]=3)[N:14]=2)[CH:25]=[C:26]([CH3:28])[N:27]=1)[CH3:30]. The catalyst class is: 1. (4) Reactant: [N+:1]([C:4]1[CH:5]=[C:6]([N:10]2[C:14](=[O:15])[NH:13][N:12]=[N:11]2)[CH:7]=[CH:8][CH:9]=1)([O-])=O. Product: [NH2:1][C:4]1[CH:5]=[C:6]([N:10]2[C:14](=[O:15])[NH:13][N:12]=[N:11]2)[CH:7]=[CH:8][CH:9]=1. The catalyst class is: 43. (5) Reactant: Br[C:2]1[S:3][N:4]=[C:5]2[CH:10]=[C:9]([C:11]3[CH:16]=[C:15]([O:17][CH3:18])[C:14]([O:19][CH3:20])=[CH:13][C:12]=3[Br:21])[CH:8]=[N:7][C:6]=12.[NH:22]1[CH2:27][CH2:26][O:25][CH2:24][CH2:23]1. Product: [Br:21][C:12]1[CH:13]=[C:14]([O:19][CH3:20])[C:15]([O:17][CH3:18])=[CH:16][C:11]=1[C:9]1[CH:8]=[N:7][C:6]2=[C:2]([N:22]3[CH2:27][CH2:26][O:25][CH2:24][CH2:23]3)[S:3][N:4]=[C:5]2[CH:10]=1. The catalyst class is: 8. (6) Reactant: [CH3:1][O:2][C:3]1[CH:4]=[C:5]2[C:10](=[CH:11][CH:12]=1)[N:9]=[CH:8][CH:7]=[C:6]2[C@@H:13](O)[CH2:14][N:15]1[CH2:20][CH2:19][NH:18][CH2:17][CH2:16]1.C1(P([N:36]=[N+:37]=[N-:38])(C2C=CC=CC=2)=O)C=CC=CC=1.N12CCCN=[C:45]1[CH2:44][CH2:43][CH2:42][CH2:41][CH2:40]2.[C:50]1(C)C=C[CH:53]=[CH:52][CH:51]=1. Product: [N:36]([C@@H:13]([C:6]1[C:5]2[C:10](=[CH:11][CH:12]=[C:3]([O:2][CH3:1])[CH:4]=2)[N:9]=[CH:8][CH:7]=1)[CH2:14][N:15]1[CH2:20][CH2:19][N:18]([CH2:50][CH2:51][CH2:52][CH2:53][C:45]2[CH:44]=[CH:43][CH:42]=[CH:41][CH:40]=2)[CH2:17][CH2:16]1)=[N+:37]=[N-:38]. The catalyst class is: 4.